Task: Regression. Given two drug SMILES strings and cell line genomic features, predict the synergy score measuring deviation from expected non-interaction effect.. Dataset: NCI-60 drug combinations with 297,098 pairs across 59 cell lines (1) Drug 1: CNC(=O)C1=CC=CC=C1SC2=CC3=C(C=C2)C(=NN3)C=CC4=CC=CC=N4. Drug 2: B(C(CC(C)C)NC(=O)C(CC1=CC=CC=C1)NC(=O)C2=NC=CN=C2)(O)O. Cell line: COLO 205. Synergy scores: CSS=1.94, Synergy_ZIP=1.62, Synergy_Bliss=2.08, Synergy_Loewe=0.426, Synergy_HSA=-1.16. (2) Drug 1: CN(C)N=NC1=C(NC=N1)C(=O)N. Drug 2: C(=O)(N)NO. Cell line: IGROV1. Synergy scores: CSS=15.1, Synergy_ZIP=-5.74, Synergy_Bliss=-0.0544, Synergy_Loewe=1.26, Synergy_HSA=1.47.